From a dataset of Reaction yield outcomes from USPTO patents with 853,638 reactions. Predict the reaction yield, written as a fraction of the theoretical maximum amount of product (1.0 means a 100% yield; for example, 0.34 means a 34% yield). (1) The reactants are [CH3:1][N:2]([CH3:32])[C:3]([C:5]1[N:26]([CH:27]2[CH2:31][CH2:30][CH2:29][CH2:28]2)[C:8]2[N:9]=[C:10]([NH:13][C:14]3[CH:19]=[CH:18][C:17]([N:20]4[CH2:25][CH2:24][NH:23][CH2:22][CH2:21]4)=[CH:16][N:15]=3)[N:11]=[CH:12][C:7]=2[CH:6]=1)=[O:4].[N:33]1([C:39](Cl)=[O:40])[CH2:38][CH2:37][O:36][CH2:35][CH2:34]1. No catalyst specified. The product is [CH3:1][N:2]([CH3:32])[C:3]([C:5]1[N:26]([CH:27]2[CH2:31][CH2:30][CH2:29][CH2:28]2)[C:8]2[N:9]=[C:10]([NH:13][C:14]3[CH:19]=[CH:18][C:17]([N:20]4[CH2:21][CH2:22][N:23]([C:39]([N:33]5[CH2:38][CH2:37][O:36][CH2:35][CH2:34]5)=[O:40])[CH2:24][CH2:25]4)=[CH:16][N:15]=3)[N:11]=[CH:12][C:7]=2[CH:6]=1)=[O:4]. The yield is 0.620. (2) The product is [CH3:1][CH:2]1[CH2:7][CH2:6][N:5]([C:8]([N:10]2[CH2:16][C:15]3[CH:17]=[C:18]([C:21]4[CH:22]=[C:23]5[NH:28][C:34]([NH:33][C:31](=[O:32])[O:30][CH3:29])=[N:27][C:24]5=[N:25][CH:26]=4)[CH:19]=[CH:20][C:14]=3[O:13][CH2:12][CH2:11]2)=[O:9])[CH2:4][CH2:3]1. The reactants are [CH3:1][CH:2]1[CH2:7][CH2:6][N:5]([C:8]([N:10]2[CH2:16][C:15]3[CH:17]=[C:18]([C:21]4[CH:22]=[C:23]([NH2:28])[C:24]([NH2:27])=[N:25][CH:26]=4)[CH:19]=[CH:20][C:14]=3[O:13][CH2:12][CH2:11]2)=[O:9])[CH2:4][CH2:3]1.[CH3:29][O:30][C:31]([NH:33][C:34](=NC(OC)=O)SC)=[O:32]. The yield is 0.120. The catalyst is C(O)(=O)C.C(OCC)C. (3) The reactants are [C:1]1([OH:7])[CH:6]=[CH:5][CH:4]=[CH:3][CH:2]=1.Br[C:9]([CH3:16])([CH3:15])[C:10]([O:12][CH2:13][CH3:14])=[O:11].C([O-])([O-])=O.[Cs+].[Cs+].O. The catalyst is CC#N. The product is [CH3:15][C:9]([O:7][C:1]1[CH:6]=[CH:5][CH:4]=[CH:3][CH:2]=1)([CH3:16])[C:10]([O:12][CH2:13][CH3:14])=[O:11]. The yield is 0.477. (4) The reactants are [NH2:1][CH2:2][CH2:3][CH2:4][CH2:5][OH:6].[CH3:7][C:8]([O:11][C:12](O[C:12]([O:11][C:8]([CH3:10])([CH3:9])[CH3:7])=[O:13])=[O:13])([CH3:10])[CH3:9]. The catalyst is C(Cl)Cl.O. The product is [OH:6][CH2:5][CH2:4][CH2:3][CH2:2][NH:1][C:12](=[O:13])[O:11][C:8]([CH3:10])([CH3:9])[CH3:7]. The yield is 0.566. (5) The reactants are I[CH2:2][CH2:3][CH2:4][O:5][C:6]1[CH:13]=[CH:12][C:9]([CH:10]=[O:11])=[C:8]([CH3:14])[CH:7]=1.BrCCC[Cl:19].CC1C=C(O)C=CC=1C=O.C([O-])([O-])=O.[K+].[K+]. The catalyst is C(#N)C. The product is [Cl:19][CH2:2][CH2:3][CH2:4][O:5][C:6]1[CH:13]=[CH:12][C:9]([CH:10]=[O:11])=[C:8]([CH3:14])[CH:7]=1. The yield is 0.820. (6) The reactants are [Br:1][CH2:2][CH2:3][CH2:4][CH2:5][CH2:6][CH2:7][CH2:8][CH2:9]C=O.[CH3:12][O:13][CH:14](OC)[O:15][CH3:16].Cl. The catalyst is O1CCOCC1.C(=O)(O)[O-].[Na+].CO. The product is [Br:1][CH2:2][CH2:3][CH2:4][CH2:5][CH2:6][CH2:7][CH2:8][CH2:9][CH:14]([O:15][CH3:16])[O:13][CH3:12]. The yield is 0.970. (7) The reactants are [ClH:1].[C:2]1([C:8]2[CH2:9][CH2:10][NH:11][CH2:12][CH:13]=2)[CH:7]=[CH:6][CH:5]=[CH:4][CH:3]=1.[H][H]. The catalyst is CO.[Pd]. The product is [ClH:1].[C:2]1([CH:8]2[CH2:9][CH2:10][NH:11][CH2:12][CH2:13]2)[CH:7]=[CH:6][CH:5]=[CH:4][CH:3]=1. The yield is 0.970.